Dataset: Peptide-MHC class II binding affinity with 134,281 pairs from IEDB. Task: Regression. Given a peptide amino acid sequence and an MHC pseudo amino acid sequence, predict their binding affinity value. This is MHC class II binding data. (1) The MHC is DRB1_0802 with pseudo-sequence DRB1_0802. The binding affinity (normalized) is 0.813. The peptide sequence is AFKVAATYANAAPAN. (2) The peptide sequence is KNHVLFLQMMNVNLQ. The MHC is DRB1_0101 with pseudo-sequence DRB1_0101. The binding affinity (normalized) is 0.770. (3) The binding affinity (normalized) is 0. The peptide sequence is GQIGNDPNRDIL. The MHC is HLA-DPA10301-DPB10402 with pseudo-sequence HLA-DPA10301-DPB10402. (4) The peptide sequence is REELITDTEFLLYRL. The MHC is DRB1_0101 with pseudo-sequence DRB1_0101. The binding affinity (normalized) is 0.610. (5) The peptide sequence is GLRTLWSPRERLVLT. The MHC is HLA-DQA10201-DQB10301 with pseudo-sequence HLA-DQA10201-DQB10301. The binding affinity (normalized) is 0.265.